This data is from Catalyst prediction with 721,799 reactions and 888 catalyst types from USPTO. The task is: Predict which catalyst facilitates the given reaction. (1) Reactant: [C:1]1([CH:7]([C:14]2[CH:19]=[CH:18][CH:17]=[CH:16][CH:15]=2)[N:8]2[CH2:12][CH2:11][C@H:10]([OH:13])[CH2:9]2)[CH:6]=[CH:5][CH:4]=[CH:3][CH:2]=1.C(N(CC)CC)C.[C:27]1([CH3:37])[CH:32]=[CH:31][C:30]([S:33](Cl)(=[O:35])=[O:34])=[CH:29][CH:28]=1. Product: [C:14]1([CH:7]([C:1]2[CH:2]=[CH:3][CH:4]=[CH:5][CH:6]=2)[N:8]2[CH2:12][CH2:11][C@H:10]([O:13][S:33]([C:30]3[CH:31]=[CH:32][C:27]([CH3:37])=[CH:28][CH:29]=3)(=[O:35])=[O:34])[CH2:9]2)[CH:15]=[CH:16][CH:17]=[CH:18][CH:19]=1. The catalyst class is: 2. (2) Reactant: [Cl:1][CH2:2][C:3]([C:5]1[CH:10]=[CH:9][CH:8]=[CH:7][CH:6]=1)=[O:4].[S:11]1[CH:15]=[CH:14][N:13]=[CH:12]1. Product: [Cl-:1].[CH2:2]([C:12]1[S:11][CH:15]=[CH:14][NH+:13]=1)[C:3]([C:5]1[CH:10]=[CH:9][CH:8]=[CH:7][CH:6]=1)=[O:4]. The catalyst class is: 13. (3) Reactant: [C:1]([O:4][C@H:5]1[CH:22]=[CH:21][C@@:20]2([CH3:23])[C:7](=[CH:8][CH2:9][C@@H:10]3[C@@H:19]2[CH2:18][CH2:17][C@@:15]2([CH3:16])[C@H:11]3[CH2:12][CH2:13][C:14]32OCC[O:24]3)[CH2:6]1)(=[O:3])[CH3:2].O.C1(C)C=CC(S(O)(=O)=O)=CC=1. Product: [C:1]([O:4][C@H:5]1[CH:22]=[CH:21][C@@:20]2([CH3:23])[C:7](=[CH:8][CH2:9][C@@H:10]3[C@@H:19]2[CH2:18][CH2:17][C@@:15]2([CH3:16])[C@H:11]3[CH2:12][CH2:13][C:14]2=[O:24])[CH2:6]1)(=[O:3])[CH3:2]. The catalyst class is: 95.